This data is from Reaction yield outcomes from USPTO patents with 853,638 reactions. The task is: Predict the reaction yield, written as a fraction of the theoretical maximum amount of product (1.0 means a 100% yield; for example, 0.34 means a 34% yield). (1) The reactants are [F:1][C:2]1[CH:11]=[C:10]([C:12]2[C:13]([CH3:49])([CH3:48])[C@H:14]3[C@:27]([CH3:30])([CH2:28][CH:29]=2)[C@@H:26]2[C@:17]([CH3:47])([C@@:18]4([CH3:46])[C@H:23]([CH2:24][CH2:25]2)[C@H:22]2[C@H:31]([C:34]([CH3:36])=[CH2:35])[CH2:32][CH2:33][C@:21]2([NH:37][CH2:38][CH2:39][N:40]2[CH2:45][CH2:44][O:43][CH2:42][CH2:41]2)[CH2:20][CH2:19]4)[CH2:16][CH2:15]3)[CH:9]=[CH:8][C:3]=1[C:4]([O:6]C)=[O:5].[OH-].[Na+]. The catalyst is O1CCOCC1. The product is [F:1][C:2]1[CH:11]=[C:10]([C:12]2[C:13]([CH3:49])([CH3:48])[C@H:14]3[C@:27]([CH3:30])([CH2:28][CH:29]=2)[C@@H:26]2[C@:17]([CH3:47])([C@@:18]4([CH3:46])[C@H:23]([CH2:24][CH2:25]2)[C@H:22]2[C@H:31]([C:34]([CH3:36])=[CH2:35])[CH2:32][CH2:33][C@:21]2([NH:37][CH2:38][CH2:39][N:40]2[CH2:45][CH2:44][O:43][CH2:42][CH2:41]2)[CH2:20][CH2:19]4)[CH2:16][CH2:15]3)[CH:9]=[CH:8][C:3]=1[C:4]([OH:6])=[O:5]. The yield is 0.388. (2) The yield is 0.400. The product is [Br:8][C:9]1[CH:10]=[C:11]2[C:12]3([O:4][N:3]([CH3:2])[C:26]([NH2:27])=[N:25]3)[CH2:13][CH:14]([C:19]3[CH:24]=[CH:23][CH:22]=[CH:21][N:20]=3)[O:29][C:28]2=[CH:17][CH:18]=1. The reactants are Cl.[CH3:2][NH:3][OH:4].CO[Na].[Br:8][C:9]1[CH:10]=[C:11]2C(=[CH:17][CH:18]=1)O[CH:14]([C:19]1[CH:24]=[CH:23][CH:22]=[CH:21][N:20]=1)[CH2:13][C:12]2=[N:25][C:26]#[N:27].[CH3:28][OH:29]. No catalyst specified. (3) The reactants are [F:1][C:2]1[CH:7]=[CH:6][C:5]([OH:8])=[C:4]([CH3:9])[CH:3]=1.[H-].[Na+].Cl[C:13]([O:15][CH3:16])=[O:14]. The catalyst is C1COCC1. The product is [CH3:16][O:15][C:13](=[O:14])[O:8][C:5]1[CH:6]=[CH:7][C:2]([F:1])=[CH:3][C:4]=1[CH3:9]. The yield is 0.880.